Dataset: Catalyst prediction with 721,799 reactions and 888 catalyst types from USPTO. Task: Predict which catalyst facilitates the given reaction. (1) Reactant: [NH2:1][C:2]1[CH:3]=[C:4]([CH:21]=[CH:22][C:23]=1[F:24])[O:5][C:6]1[CH:7]=[CH:8][C:9]2[N:10]([CH:12]=[C:13]([NH:15][C:16]([CH:18]3[CH2:20][CH2:19]3)=[O:17])[N:14]=2)[N:11]=1.[CH3:25][C:26]1[O:30][N:29]=[CH:28][C:27]=1[C:31](Cl)=[O:32]. Product: [CH:18]1([C:16]([NH:15][C:13]2[N:14]=[C:9]3[CH:8]=[CH:7][C:6]([O:5][C:4]4[CH:21]=[CH:22][C:23]([F:24])=[C:2]([NH:1][C:31]([C:27]5[CH:28]=[N:29][O:30][C:26]=5[CH3:25])=[O:32])[CH:3]=4)=[N:11][N:10]3[CH:12]=2)=[O:17])[CH2:20][CH2:19]1. The catalyst class is: 60. (2) Reactant: [CH2:1]([CH2:3][NH2:4])[OH:2].C(N(CC)CC)C.[C:12]([Si:16](Cl)([C:23]1[CH:28]=[CH:27][CH:26]=[CH:25][CH:24]=1)[C:17]1[CH:22]=[CH:21][CH:20]=[CH:19][CH:18]=1)([CH3:15])([CH3:14])[CH3:13]. Product: [Si:16]([O:2][CH2:1][CH2:3][NH2:4])([C:12]([CH3:15])([CH3:14])[CH3:13])([C:23]1[CH:24]=[CH:25][CH:26]=[CH:27][CH:28]=1)[C:17]1[CH:22]=[CH:21][CH:20]=[CH:19][CH:18]=1. The catalyst class is: 119. (3) Reactant: C(=O)([O-])[O-].[K+].[K+].[Cl:7][C:8]1[CH:9]=[CH:10][C:11]([C:18]#[C:19][Si](C)(C)C)=[C:12]([CH:17]=1)[C:13]([O:15][CH3:16])=[O:14]. Product: [Cl:7][C:8]1[CH:9]=[CH:10][C:11]([C:18]#[CH:19])=[C:12]([CH:17]=1)[C:13]([O:15][CH3:16])=[O:14]. The catalyst class is: 5. (4) Reactant: [CH2:1]([C@:4]1([CH2:37][CH2:38][OH:39])[CH2:9][C@H:8]([C:10]2[CH:15]=[CH:14][CH:13]=[C:12]([Cl:16])[CH:11]=2)[C@@H:7]([C:17]2[CH:22]=[CH:21][C:20]([Cl:23])=[CH:19][CH:18]=2)[N:6]([C@@H:24]([CH2:34][CH3:35])[CH2:25][N:26]([CH3:33])[S:27]([CH:30]2[CH2:32][CH2:31]2)(=[O:29])=[O:28])[C:5]1=[O:36])[CH:2]=[CH2:3].N1C=CN=C1.[CH3:45][CH:46]([Si:48](Cl)([CH:52]([CH3:54])[CH3:53])[CH:49]([CH3:51])[CH3:50])[CH3:47]. Product: [CH2:1]([C@:4]1([CH2:37][CH2:38][O:39][Si:48]([CH:52]([CH3:54])[CH3:53])([CH:49]([CH3:51])[CH3:50])[CH:46]([CH3:47])[CH3:45])[CH2:9][C@H:8]([C:10]2[CH:15]=[CH:14][CH:13]=[C:12]([Cl:16])[CH:11]=2)[C@@H:7]([C:17]2[CH:22]=[CH:21][C:20]([Cl:23])=[CH:19][CH:18]=2)[N:6]([C@@H:24]([CH2:34][CH3:35])[CH2:25][N:26]([CH3:33])[S:27]([CH:30]2[CH2:32][CH2:31]2)(=[O:28])=[O:29])[C:5]1=[O:36])[CH:2]=[CH2:3]. The catalyst class is: 79. (5) Reactant: C([O:3][C:4](=[O:15])[C:5]([C:8]1[CH:13]=[CH:12][CH:11]=[C:10]([Br:14])[CH:9]=1)([OH:7])[CH3:6])C.[OH-].[K+].Cl. Product: [Br:14][C:10]1[CH:9]=[C:8]([C:5]([OH:7])([CH3:6])[C:4]([OH:15])=[O:3])[CH:13]=[CH:12][CH:11]=1. The catalyst class is: 5. (6) Reactant: [OH:1][C:2]1[C:11]2[C:6](=[CH:7][C:8]([O:14][CH3:15])=[C:9]([O:12][CH3:13])[CH:10]=2)[N:5]=[CH:4][C:3]=1C(O)=O.C(OC(C)C)(C)C. Product: [CH3:13][O:12][C:9]1[CH:10]=[C:11]2[C:6](=[CH:7][C:8]=1[O:14][CH3:15])[N:5]=[CH:4][CH:3]=[C:2]2[OH:1]. The catalyst class is: 400. (7) Product: [CH3:6][C:4]([Si:7]([CH3:30])([CH3:31])[O:8][CH2:9][CH2:10][CH2:11][C:12]1([CH2:25][OH:26])[CH2:13][CH2:14][N:15]([C:18]([O:20][C:21]([CH3:23])([CH3:22])[CH3:24])=[O:19])[CH2:16][CH2:17]1)([CH3:3])[CH3:5]. Reactant: [Li+].[BH4-].[CH3:3][C:4]([Si:7]([CH3:31])([CH3:30])[O:8][CH2:9][CH2:10][CH2:11][C:12]1([C:25](OCC)=[O:26])[CH2:17][CH2:16][N:15]([C:18]([O:20][C:21]([CH3:24])([CH3:23])[CH3:22])=[O:19])[CH2:14][CH2:13]1)([CH3:6])[CH3:5]. The catalyst class is: 7. (8) Reactant: [OH:1][C:2]1[CH:10]=[C:9]2[C:5]([CH2:6][CH2:7][C:8]2=[O:11])=[CH:4][CH:3]=1.Br[CH2:13][C:14]1[CH:19]=[CH:18][CH:17]=[CH:16][CH:15]=1.C(=O)([O-])[O-].[Cs+].[Cs+]. Product: [CH2:13]([O:1][C:2]1[CH:10]=[C:9]2[C:5]([CH2:6][CH2:7][C:8]2=[O:11])=[CH:4][CH:3]=1)[C:14]1[CH:19]=[CH:18][CH:17]=[CH:16][CH:15]=1. The catalyst class is: 31. (9) Reactant: C([O:5][C:6]([C:8]1[CH:16]=[CH:15][C:11]2[CH:12]=[N:13][S:14][C:10]=2[C:9]=1[NH:17][C:18]1[CH:23]=[CH:22][C:21]([I:24])=[CH:20][C:19]=1[F:25])=[O:7])(C)(C)C.O.C(O)(C(F)(F)F)=O. Product: [F:25][C:19]1[CH:20]=[C:21]([I:24])[CH:22]=[CH:23][C:18]=1[NH:17][C:9]1[C:10]2[S:14][N:13]=[CH:12][C:11]=2[CH:15]=[CH:16][C:8]=1[C:6]([OH:7])=[O:5]. The catalyst class is: 2. (10) Reactant: C1C(=O)N([Br:8])C(=O)C1.[F:9][C:10]1[CH:15]=[CH:14][C:13]([N:16]2[C:24]3[C:19](=[CH:20][CH:21]=[C:22]([OH:25])[CH:23]=3)[CH:18]=[N:17]2)=[CH:12][CH:11]=1.C1COCC1.O. Product: [Br:8][C:23]1[C:22]([OH:25])=[CH:21][CH:20]=[C:19]2[C:24]=1[N:16]([C:13]1[CH:12]=[CH:11][C:10]([F:9])=[CH:15][CH:14]=1)[N:17]=[CH:18]2. The catalyst class is: 25.